Dataset: Ames mutagenicity test results for genotoxicity prediction. Task: Regression/Classification. Given a drug SMILES string, predict its toxicity properties. Task type varies by dataset: regression for continuous values (e.g., LD50, hERG inhibition percentage) or binary classification for toxic/non-toxic outcomes (e.g., AMES mutagenicity, cardiotoxicity, hepatotoxicity). Dataset: ames. (1) The drug is COC(=O)C1=C(c2ccccc2)C(C)OC1=O. The result is 0 (non-mutagenic). (2) The molecule is O=C1CN(CCN2CC(=O)N(CN3CCOCC3)C(=O)C2)CC(=O)N1CN1CCOCC1. The result is 1 (mutagenic). (3) The molecule is CC(C)OC(=O)CCl. The result is 0 (non-mutagenic). (4) The drug is COc1ccc2c(OC)c3ccoc3nc2c1. The result is 1 (mutagenic). (5) The drug is CN(C)N=Nc1ccc([N+](=O)[O-])cc1. The result is 1 (mutagenic). (6) The molecule is Nc1ccn([C@H]2O[C@@H](COP(=O)(O)O)[C@H](O)[C@H]2O)c(=O)n1. The result is 0 (non-mutagenic). (7) The compound is O=[N+]([O-])c1cc2c3ccccc3ccc2c2ccccc12. The result is 1 (mutagenic).